Dataset: Full USPTO retrosynthesis dataset with 1.9M reactions from patents (1976-2016). Task: Predict the reactants needed to synthesize the given product. (1) Given the product [C:20]([NH:5][CH2:4][C:3]1[C:2]([Br:1])=[CH:9][C:8]([C:10]([OH:12])=[O:11])=[CH:7][C:6]=1[Br:13])([O:22][CH2:23][CH:24]1[C:25]2[C:30](=[CH:29][CH:28]=[CH:27][CH:26]=2)[C:31]2[C:36]1=[CH:35][CH:34]=[CH:33][CH:32]=2)=[O:21], predict the reactants needed to synthesize it. The reactants are: [Br:1][C:2]1[CH:9]=[C:8]([C:10]([OH:12])=[O:11])[CH:7]=[C:6]([Br:13])[C:3]=1[CH2:4][NH2:5].C([O-])([O-])=O.[Na+].[Na+].[C:20](ON1C(=O)CCC1=O)([O:22][CH2:23][CH:24]1[C:36]2[C:31](=[CH:32][CH:33]=[CH:34][CH:35]=2)[C:30]2[C:25]1=[CH:26][CH:27]=[CH:28][CH:29]=2)=[O:21]. (2) Given the product [F:30][C:31]([F:36])([F:35])[C:32]([OH:34])=[O:33].[OH:17][CH2:16][C@@H:14]1[CH2:15][C@H:13]1[C:11]1[N:10]=[CH:9][NH:8][CH:12]=1, predict the reactants needed to synthesize it. The reactants are: C1(C(C2C=CC=CC=2)(C2C=CC=CC=2)[N:8]2[CH:12]=[C:11]([C@@H:13]3[CH2:15][C@H:14]3[CH2:16][OH:17])[N:10]=[CH:9]2)C=CC=CC=1.[F:30][C:31]([F:36])([F:35])[C:32]([OH:34])=[O:33]. (3) Given the product [CH:50]1([C:2]2[CH:9]=[C:8]([CH2:10][O:11][CH:12]([C:17]3[S:21][C:20]([C:22]4[CH:27]=[CH:26][C:25]([C:28]([F:31])([F:30])[F:29])=[CH:24][CH:23]=4)=[N:19][C:18]=3[CH3:32])[C:13]([F:16])([F:15])[F:14])[CH:7]=[CH:6][C:3]=2[C:4]#[N:5])[CH2:51][CH2:46]1, predict the reactants needed to synthesize it. The reactants are: Br[C:2]1[CH:9]=[C:8]([CH2:10][O:11][CH:12]([C:17]2[S:21][C:20]([C:22]3[CH:27]=[CH:26][C:25]([C:28]([F:31])([F:30])[F:29])=[CH:24][CH:23]=3)=[N:19][C:18]=2[CH3:32])[C:13]([F:16])([F:15])[F:14])[CH:7]=[CH:6][C:3]=1[C:4]#[N:5].C1(P([CH:46]2[CH2:51][CH2:50]CCC2)C2CCCCC2)CCCCC1.C1(B(O)O)CC1.O.P([O-])([O-])([O-])=O.[K+].[K+].[K+].